Dataset: Full USPTO retrosynthesis dataset with 1.9M reactions from patents (1976-2016). Task: Predict the reactants needed to synthesize the given product. Given the product [CH3:1][C:2]1[CH:3]=[C:4]([N:9]([CH2:10][CH2:11][C:12]2[CH:13]=[N:14][C:15]([C:18]([F:21])([F:20])[F:19])=[CH:16][CH:17]=2)[C:30](=[O:31])[C:22](=[O:29])[C:23]2[CH:28]=[CH:27][CH:26]=[CH:25][CH:24]=2)[CH:5]=[CH:6][C:7]=1[CH3:8], predict the reactants needed to synthesize it. The reactants are: [CH3:1][C:2]1[CH:3]=[C:4]([NH:9][CH2:10][CH2:11][C:12]2[CH:13]=[N:14][C:15]([C:18]([F:21])([F:20])[F:19])=[CH:16][CH:17]=2)[CH:5]=[CH:6][C:7]=1[CH3:8].[C:22]([C:30](O)=[O:31])(=[O:29])[C:23]1[CH:28]=[CH:27][CH:26]=[CH:25][CH:24]=1.F[B-](F)(F)F.N1(OC(N(C)C)=[N+](C)C)C2C=CC=CC=2N=N1.C(N(CC)C(C)C)(C)C.